This data is from Peptide-MHC class I binding affinity with 185,985 pairs from IEDB/IMGT. The task is: Regression. Given a peptide amino acid sequence and an MHC pseudo amino acid sequence, predict their binding affinity value. This is MHC class I binding data. The peptide sequence is SSYRMGINK. The MHC is HLA-B15:01 with pseudo-sequence HLA-B15:01. The binding affinity (normalized) is 0.0847.